This data is from Reaction yield outcomes from USPTO patents with 853,638 reactions. The task is: Predict the reaction yield, written as a fraction of the theoretical maximum amount of product (1.0 means a 100% yield; for example, 0.34 means a 34% yield). (1) The reactants are [NH2:1][C:2]1[CH:7]=[CH:6][C:5]([NH:8][C:9]([NH:11][C:12]2[CH:17]=[CH:16][CH:15]=[CH:14][CH:13]=2)=[O:10])=[CH:4][CH:3]=1.C(N(CC)CC)C.[C:25]1([CH3:35])[CH:30]=[CH:29][CH:28]=[C:27]([S:31](Cl)(=[O:33])=[O:32])[CH:26]=1. The catalyst is C(OCC)(=O)C. The product is [CH3:35][C:25]1[CH:26]=[C:27]([S:31]([NH:1][C:2]2[CH:3]=[CH:4][C:5]([NH:8][C:9]([NH:11][C:12]3[CH:13]=[CH:14][CH:15]=[CH:16][CH:17]=3)=[O:10])=[CH:6][CH:7]=2)(=[O:33])=[O:32])[CH:28]=[CH:29][CH:30]=1. The yield is 0.630. (2) The reactants are [O:1]=[S:2]1(=[O:8])[CH2:7][CH2:6][CH2:5][CH2:4][NH:3]1.[H-].[Na+].F[C:12]1[CH:19]=[CH:18][CH:17]=[CH:16][C:13]=1[C:14]#[N:15]. The catalyst is CN(C)C=O.O. The product is [O:1]=[S:2]1(=[O:8])[CH2:7][CH2:6][CH2:5][CH2:4][N:3]1[C:12]1[CH:19]=[CH:18][CH:17]=[CH:16][C:13]=1[C:14]#[N:15]. The yield is 0.700. (3) The reactants are [S:1]1[CH:5]=[CH:4][CH:3]=[C:2]1[CH2:6][CH2:7][NH2:8].[C:9]([CH2:13][C:14](Cl)=[O:15])([CH3:12])([CH3:11])[CH3:10].C(O)C(N)(CO)CO. The catalyst is C(Cl)Cl. The product is [CH3:10][C:9]([CH3:12])([CH3:11])[CH2:13][C:14]([NH:8][CH2:7][CH2:6][C:2]1[S:1][CH:5]=[CH:4][CH:3]=1)=[O:15]. The yield is 0.800. (4) The reactants are Cl.Cl.[NH:3]1[CH2:8][CH2:7][CH:6]([NH:9][C:10]([NH:12][C:13]2[N:14]=[C:15]3[CH:21]=[CH:20][N:19]([CH2:22][O:23][CH2:24][CH2:25][Si:26]([CH3:29])([CH3:28])[CH3:27])[C:16]3=[N:17][CH:18]=2)=[O:11])[CH2:5][CH2:4]1.N1C=CC=CC=1.[C:36](OC(=O)C)(=[O:38])[CH3:37]. The catalyst is C(Cl)Cl. The product is [C:36]([N:3]1[CH2:8][CH2:7][CH:6]([NH:9][C:10]([NH:12][C:13]2[N:14]=[C:15]3[CH:21]=[CH:20][N:19]([CH2:22][O:23][CH2:24][CH2:25][Si:26]([CH3:29])([CH3:28])[CH3:27])[C:16]3=[N:17][CH:18]=2)=[O:11])[CH2:5][CH2:4]1)(=[O:38])[CH3:37]. The yield is 0.780. (5) The reactants are [CH2:1]([N:8]1[CH2:13][CH2:12][C:11]([C:15]2[CH:20]=[CH:19][C:18]([C:21]([F:24])([F:23])[F:22])=[CH:17][CH:16]=2)(O)[CH2:10][CH2:9]1)[C:2]1[CH:7]=[CH:6][CH:5]=[CH:4][CH:3]=1.Cl.C(O)(=O)C. The catalyst is C(Cl)Cl. The product is [CH2:1]([N:8]1[CH2:9][CH:10]=[C:11]([C:15]2[CH:16]=[CH:17][C:18]([C:21]([F:24])([F:22])[F:23])=[CH:19][CH:20]=2)[CH2:12][CH2:13]1)[C:2]1[CH:3]=[CH:4][CH:5]=[CH:6][CH:7]=1. The yield is 0.800. (6) No catalyst specified. The yield is 0.373. The reactants are O[C:2]1[C:11]2[C:6](=[CH:7][C:8]([O:12][CH3:13])=[CH:9][CH:10]=2)[C:5]([N:14]2[CH2:19][CH2:18][N:17](C(OC(C)(C)C)=O)[CH2:16][CH2:15]2)=[CH:4][N:3]=1.O=P(Cl)(Cl)[Cl:29]. The product is [Cl:29][C:2]1[C:11]2[C:6](=[CH:7][C:8]([O:12][CH3:13])=[CH:9][CH:10]=2)[C:5]([N:14]2[CH2:19][CH2:18][NH:17][CH2:16][CH2:15]2)=[CH:4][N:3]=1. (7) The reactants are [CH3:1][O:2][C:3]1[CH:4]=[C:5]([CH2:20][C:21]([O:23]C(C)(C)C)=[O:22])[CH:6]=[CH:7][C:8]=1[NH:9][C:10]([NH:12][C:13]1[CH:18]=[CH:17][CH:16]=[CH:15][C:14]=1[CH3:19])=[O:11]. The catalyst is FC(F)(F)C(O)=O. The product is [CH3:1][O:2][C:3]1[CH:4]=[C:5]([CH2:20][C:21]([OH:23])=[O:22])[CH:6]=[CH:7][C:8]=1[NH:9][C:10]([NH:12][C:13]1[CH:18]=[CH:17][CH:16]=[CH:15][C:14]=1[CH3:19])=[O:11]. The yield is 1.00. (8) The reactants are [NH2:1][C:2]1[CH:22]=[CH:21][C:5]([O:6][C:7]2[C:16]3[C:11](=[CH:12][C:13]([O:19][CH3:20])=[C:14]([C:17]#[N:18])[CH:15]=3)[N:10]=[CH:9][CH:8]=2)=[CH:4][CH:3]=1.[F:23][C:24]1[CH:29]=[C:28]([F:30])[CH:27]=[CH:26][C:25]=1[N:31]=[C:32]=[O:33]. The catalyst is C1(C)C=CC=CC=1. The product is [C:17]([C:14]1[CH:15]=[C:16]2[C:11](=[CH:12][C:13]=1[O:19][CH3:20])[N:10]=[CH:9][CH:8]=[C:7]2[O:6][C:5]1[CH:21]=[CH:22][C:2]([NH:1][C:32]([NH:31][C:25]2[CH:26]=[CH:27][C:28]([F:30])=[CH:29][C:24]=2[F:23])=[O:33])=[CH:3][CH:4]=1)#[N:18]. The yield is 0.700. (9) The reactants are Cl[C:2]([C:4]1[CH:5]=[C:6]2[C:11](=[CH:12][CH:13]=1)[C:9](=[O:10])[O:8][CH2:7]2)=[O:3].[H][H]. The catalyst is [Pd].[O-]S([O-])(=O)=O.[Ba+2].CN(C)C(=O)C. The product is [CH:2]([C:4]1[CH:5]=[C:6]2[C:11](=[CH:12][CH:13]=1)[C:9](=[O:10])[O:8][CH2:7]2)=[O:3]. The yield is 0.650. (10) The reactants are [CH3:1][O:2][C:3]1[CH:8]=[CH:7][CH:6]=[CH:5][C:4]=1[Mg]Br.C1COCC1.[CH:16]12[O:21][CH:20]1[CH2:19][CH2:18][CH2:17]2.[NH4+].[Cl-]. The catalyst is [Cu]I. The product is [CH3:1][O:2][C:3]1[CH:8]=[CH:7][CH:6]=[CH:5][C:4]=1[CH:19]1[CH2:18][CH2:17][CH2:16][CH:20]1[OH:21]. The yield is 0.990.